This data is from Forward reaction prediction with 1.9M reactions from USPTO patents (1976-2016). The task is: Predict the product of the given reaction. (1) Given the reactants [N:1]1[C:10]2[C:5](=[CH:6][CH:7]=[CH:8][CH:9]=2)[CH:4]=[CH:3][CH:2]=1.[Br:11][CH2:12][CH2:13][C:14]([OH:16])=[O:15], predict the reaction product. The product is: [Br-:11].[C:14]([CH2:13][CH2:12][N+:1]1[C:10]2[C:5](=[CH:6][CH:7]=[CH:8][CH:9]=2)[CH:4]=[CH:3][CH:2]=1)([OH:16])=[O:15]. (2) Given the reactants [CH2:1]([O:8][C:9]([N:11]1[C@@H:16]([CH3:17])[CH2:15][CH2:14][C@@H:13]([C:18]([OH:20])=O)[CH2:12]1)=[O:10])[C:2]1[CH:7]=[CH:6][CH:5]=[CH:4][CH:3]=1.O=S(Cl)Cl.Cl.[NH2:26][CH:27]([C:32](=[O:34])[CH3:33])[C:28]([O:30][CH3:31])=[O:29].CCN(C(C)C)C(C)C.C(C1(C2C=CC=CC=2C(O)=O)CC1)#N, predict the reaction product. The product is: [CH3:31][O:30][C:28](=[O:29])[CH:27]([NH:26][C:18]([C@H:13]1[CH2:12][N:11]([C:9]([O:8][CH2:1][C:2]2[CH:3]=[CH:4][CH:5]=[CH:6][CH:7]=2)=[O:10])[C@@H:16]([CH3:17])[CH2:15][CH2:14]1)=[O:20])[C:32](=[O:34])[CH3:33]. (3) The product is: [CH3:23][O:22][C:20]1[CH:19]=[C:18]([CH:17]=[C:16]([C:4]2[CH:5]=[CH:6][N:1]=[CH:2][CH:3]=2)[CH:21]=1)[CH:24]=[O:25]. Given the reactants [N:1]1[CH:6]=[CH:5][C:4](B(O)O)=[CH:3][CH:2]=1.FC(F)(F)S(O[C:16]1[CH:21]=[C:20]([O:22][CH3:23])[CH:19]=[C:18]([CH:24]=[O:25])[CH:17]=1)(=O)=O, predict the reaction product. (4) Given the reactants [CH2:1]1[C:9]2[C:4](=[CH:5][C:6]([CH:10]([OH:13])CO)=[CH:7][CH:8]=2)[CH2:3][CH2:2]1.I(O)(=O)(=O)=O.C(O)C, predict the reaction product. The product is: [CH2:1]1[C:9]2[C:4](=[CH:5][C:6]([CH:10]=[O:13])=[CH:7][CH:8]=2)[CH2:3][CH2:2]1. (5) Given the reactants [CH:1]([CH:4]1[CH:9]=[CH:8][N:7](C(OCC)=O)[CH:6]=[C:5]1[CH3:15])([CH3:3])[CH3:2].C(O)(=O)C.ClC1C(=O)C(C#N)=C(C#N)C(=O)C=1Cl.[OH-].[Na+], predict the reaction product. The product is: [CH:1]([C:4]1[CH:9]=[CH:8][N:7]=[CH:6][C:5]=1[CH3:15])([CH3:3])[CH3:2]. (6) The product is: [ClH:27].[NH2:1][C@@H:2]([CH3:3])[C:4]([NH:30][C:31]1[CH:41]=[CH:40][C:39]([C:42]2[CH:43]=[C:44]3[C:50]([C:51]4[CH:56]=[CH:55][CH:54]=[CH:53][C:52]=4[O:26][CH3:25])=[CH:49][NH:48][C:45]3=[N:46][CH:47]=2)=[CH:38][C:32]=1[C:33]([N:35]([CH3:36])[CH3:37])=[O:34])=[O:5]. Given the reactants [NH:1](C(OC(C)(C)C)=O)[C@H:2]([C:4](O)=[O:5])[CH3:3].CCN(C(C)C)C(C)C.CC(C)(C)[C:25]([Cl:27])=[O:26].[NH2:30][C:31]1[CH:41]=[CH:40][C:39]([C:42]2[CH:43]=[C:44]3[C:50]([C:51]4[CH:56]=[CH:55][CH:54]=[CH:53][C:52]=4OC)=[CH:49][N:48](S(C4C=CC(C)=CC=4)(=O)=O)[C:45]3=[N:46][CH:47]=2)=[CH:38][C:32]=1[C:33]([N:35]([CH3:37])[CH3:36])=[O:34], predict the reaction product. (7) The product is: [CH2:20]([C:16]1[C:15]([O:27][C:28]([F:30])([F:31])[F:29])=[CH:14][CH:13]=[C:12]2[C:17]=1[C:18](=[O:19])[N:9]([CH2:8][CH2:7][CH2:6][OH:5])[C:10](=[O:33])[N:11]2[CH3:32])[C:21]1[CH:22]=[CH:23][CH:24]=[CH:25][CH:26]=1. Given the reactants FC(F)(F)C([O:5][CH2:6][CH2:7][CH2:8][N:9]1[C:18](=[O:19])[C:17]2[C:12](=[CH:13][CH:14]=[C:15]([O:27][C:28]([F:31])([F:30])[F:29])[C:16]=2[CH2:20][C:21]2[CH:26]=[CH:25][CH:24]=[CH:23][CH:22]=2)[N:11]([CH3:32])[C:10]1=[O:33])=O.O[Li].O, predict the reaction product. (8) Given the reactants [Br:1][C:2]1[C:7]([OH:8])=[CH:6][CH:5]=[CH:4][N:3]=1.C(N(C(C)C)C(C)C)C.[CH2:18]([Si:20]([CH2:28][CH3:29])([CH2:26][CH3:27])[CH2:21][CH2:22][O:23][CH2:24]Cl)[CH3:19].O, predict the reaction product. The product is: [Br:1][C:2]1[C:7]([O:8][CH2:24][O:23][CH2:22][CH2:21][Si:20]([CH2:26][CH3:27])([CH2:18][CH3:19])[CH2:28][CH3:29])=[CH:6][CH:5]=[CH:4][N:3]=1.